Dataset: Forward reaction prediction with 1.9M reactions from USPTO patents (1976-2016). Task: Predict the product of the given reaction. Given the reactants [CH:1]([C:3]1[CH:12]=[CH:11][C:6]([C:7]([O:9][CH3:10])=[O:8])=[CH:5][C:4]=1[O:13][CH3:14])=O.[NH2:15][CH2:16][CH2:17][C:18]1[C:26]2[C:21](=[CH:22][CH:23]=[CH:24][CH:25]=2)[NH:20][CH:19]=1.[CH3:27][C:28]([CH2:30][C:31]([C:33](OC)=[O:34])=[O:32])=[O:29], predict the reaction product. The product is: [NH:20]1[C:21]2[C:26](=[CH:25][CH:24]=[CH:23][CH:22]=2)[C:18]([CH2:17][CH2:16][N:15]2[C:33](=[O:34])[C:31]([OH:32])=[C:30]([C:28](=[O:29])[CH3:27])[CH:1]2[C:3]2[CH:12]=[CH:11][C:6]([C:7]([O:9][CH3:10])=[O:8])=[CH:5][C:4]=2[O:13][CH3:14])=[CH:19]1.